From a dataset of Catalyst prediction with 721,799 reactions and 888 catalyst types from USPTO. Predict which catalyst facilitates the given reaction. (1) Reactant: [Br:1][CH2:2][CH2:3][CH2:4]Br.C(=O)([O-])[O-].[K+].[K+].[OH:12][C:13]1[CH:18]=[CH:17][CH:16]=[CH:15][C:14]=1/[CH:19]=[CH:20]/[CH:21]([CH2:34][C:35]1[CH:40]=[CH:39][C:38]([C:41]([O:43][CH3:44])=[O:42])=[CH:37][CH:36]=1)[CH2:22][CH2:23][C:24]1[CH:33]=[CH:32][C:27]([C:28]([O:30][CH3:31])=[O:29])=[CH:26][CH:25]=1. Product: [Br:1][CH2:2][CH2:3][CH2:4][O:12][C:13]1[CH:18]=[CH:17][CH:16]=[CH:15][C:14]=1/[CH:19]=[CH:20]/[CH:21]([CH2:34][C:35]1[CH:36]=[CH:37][C:38]([C:41]([O:43][CH3:44])=[O:42])=[CH:39][CH:40]=1)[CH2:22][CH2:23][C:24]1[CH:33]=[CH:32][C:27]([C:28]([O:30][CH3:31])=[O:29])=[CH:26][CH:25]=1. The catalyst class is: 596. (2) Product: [Cl:32][C:30]1[N:29]=[C:28]2[NH:33][N:34]=[C:35]([S:36][CH3:37])[C:27]2=[C:26]([NH:1][C@@H:2]2[CH2:7][CH2:6][C@H:5]([NH:8][C:9](=[O:15])[O:10][C:11]([CH3:12])([CH3:14])[CH3:13])[CH2:4][CH2:3]2)[N:31]=1. The catalyst class is: 8. Reactant: [NH2:1][C@@H:2]1[CH2:7][CH2:6][C@H:5]([NH:8][C:9](=[O:15])[O:10][C:11]([CH3:14])([CH3:13])[CH3:12])[CH2:4][CH2:3]1.C(N(C(C)C)CC)(C)C.Cl[C:26]1[N:31]=[C:30]([Cl:32])[N:29]=[C:28]2[NH:33][N:34]=[C:35]([S:36][CH3:37])[C:27]=12. (3) Reactant: C([O:4][CH2:5][CH2:6][O:7][N:8]=[C:9]1[C:13](=[N:14][OH:15])[C:12]2[CH:16]=[CH:17][CH:18]=[CH:19][C:11]=2[O:10]1)(=O)C.[OH-].[Na+].Cl. Product: [OH:4][CH2:5][CH2:6][O:7][N:8]=[C:9]1[C:13](=[N:14][OH:15])[C:12]2[CH:16]=[CH:17][CH:18]=[CH:19][C:11]=2[O:10]1. The catalyst class is: 9. (4) The catalyst class is: 55. Product: [O:1]1[C:6]2[CH:7]=[CH:8][C:9]([CH2:11][CH2:12][C:13]3[CH:25]=[CH:24][C:16]([C:17]([OH:19])=[O:18])=[C:15]([NH:26][C:27]4[CH:32]=[CH:31][CH:30]=[C:29]([OH:33])[CH:28]=4)[CH:14]=3)=[CH:10][C:5]=2[O:4][CH2:3][CH2:2]1. Reactant: [O:1]1[C:6]2[CH:7]=[CH:8][C:9]([CH2:11][CH2:12][C:13]3[CH:25]=[CH:24][C:16]([C:17]([O:19]C(C)(C)C)=[O:18])=[C:15]([NH:26][C:27]4[CH:32]=[CH:31][CH:30]=[C:29]([OH:33])[CH:28]=4)[CH:14]=3)=[CH:10][C:5]=2[O:4][CH2:3][CH2:2]1. (5) Reactant: [CH2:1]([O:3][C:4](=[O:21])[CH2:5][CH2:6][C:7]([NH:9][C:10]1[CH:19]=[CH:18][C:17]([I:20])=[CH:16][C:11]=1[C:12]([O:14]C)=O)=[O:8])[CH3:2].CC([O-])(C)C.[K+].O.Cl. Product: [CH2:1]([O:3][C:4]([CH:5]1[CH2:6][C:7](=[O:8])[NH:9][C:10]2[CH:19]=[CH:18][C:17]([I:20])=[CH:16][C:11]=2[C:12]1=[O:14])=[O:21])[CH3:2]. The catalyst class is: 1. (6) Reactant: C(OC([NH:8][C@H:9]([C:15]([OH:17])=O)[CH2:10][CH2:11][C:12](=[O:14])[NH2:13])=O)(C)(C)C.C[N:19]1[CH2:24][CH2:23]O[CH2:21][CH2:20]1.N1CCCC1.O1CCOCC1.C(Cl)(Cl)[Cl:37].CO. Product: [ClH:37].[NH2:8][C@H:9]([C:15]([N:19]1[CH2:24][CH2:23][CH2:21][CH2:20]1)=[O:17])[CH2:10][CH2:11][C:12](=[O:14])[NH2:13]. The catalyst class is: 1. (7) Product: [CH2:6]([O:8][C:9]([C:11]1[C:12]([Cl:3])=[N:13][C:14]2[C:19]([C:20]=1[C:21]1[CH:26]=[CH:25][CH:24]=[CH:23][CH:22]=1)=[CH:18][C:17]([Cl:27])=[CH:16][CH:15]=2)=[O:10])[CH3:7]. Reactant: O=P(Cl)(Cl)[Cl:3].[CH2:6]([O:8][C:9]([C:11]1[C:12](=O)[NH:13][C:14]2[C:19]([C:20]=1[C:21]1[CH:26]=[CH:25][CH:24]=[CH:23][CH:22]=1)=[CH:18][C:17]([Cl:27])=[CH:16][CH:15]=2)=[O:10])[CH3:7].N. The catalyst class is: 6. (8) Reactant: [CH3:1][C:2]1[CH:3]=[C:4]([NH:9][C:10](=[O:14])[CH:11]([CH3:13])[CH3:12])[CH:5]=[CH:6][C:7]=1[CH3:8].[CH:15]1[CH:20]=[C:19]2[C:21]([C:23](O)([OH:26])[C:24](=[O:25])[C:18]2=[CH:17][CH:16]=1)=[O:22]. Product: [OH:26][C:23]1([C:5]2[CH:6]=[C:7]([CH3:8])[C:2]([CH3:1])=[CH:3][C:4]=2[NH:9][C:10](=[O:14])[CH:11]([CH3:12])[CH3:13])[C:24](=[O:25])[C:18]2[C:19](=[CH:20][CH:15]=[CH:16][CH:17]=2)[C:21]1=[O:22]. The catalyst class is: 65. (9) Reactant: [F:1][C:2]1[C:3]([NH:9][C:10]([NH:12][C:13]2[CH:18]=[CH:17][CH:16]=[CH:15][CH:14]=2)=[O:11])=[N:4][C:5]([OH:8])=[N:6][CH:7]=1.[C:19]1([S:25](Cl)(=[O:27])=[O:26])[CH:24]=[CH:23][CH:22]=[CH:21][CH:20]=1. Product: [C:19]1([S:25]([N:6]2[CH:7]=[C:2]([F:1])[C:3]([NH:9][C:10]([NH:12][C:13]3[CH:14]=[CH:15][CH:16]=[CH:17][CH:18]=3)=[O:11])=[N:4][C:5]2=[O:8])(=[O:27])=[O:26])[CH:24]=[CH:23][CH:22]=[CH:21][CH:20]=1. The catalyst class is: 23. (10) Reactant: [CH:1]([C:4]1[CH:9]=[CH:8][CH:7]=[CH:6][C:5]=1[N:10]=[C:11]1[N:16]=[CH:15][C:14]([CH3:18])([CH3:17])[CH2:13][S:12]1)([CH3:3])[CH3:2].C(N(CC)CC)C.ClCCl.[C:29](Cl)(=[O:33])[O:30][CH2:31][CH3:32]. Product: [CH2:31]([O:30][C:29]([N:16]1[CH2:15][C:14]([CH3:18])([CH3:17])[CH2:13][S:12][C:11]1=[N:10][C:5]1[CH:6]=[CH:7][CH:8]=[CH:9][C:4]=1[CH:1]([CH3:3])[CH3:2])=[O:33])[CH3:32]. The catalyst class is: 6.